Dataset: Reaction yield outcomes from USPTO patents with 853,638 reactions. Task: Predict the reaction yield, written as a fraction of the theoretical maximum amount of product (1.0 means a 100% yield; for example, 0.34 means a 34% yield). (1) The yield is 0.310. The catalyst is CN(C=O)C.O. The product is [CH2:29]([C:3]([F:31])([CH2:1][CH3:2])[CH2:4][N:5]1[CH2:10][CH2:9][CH:8]([CH2:11][O:12][C:13]2[N:18]=[CH:17][C:16]([C:19]3[CH:27]=[CH:26][C:22]([C:23]([N:55]4[CH2:60][CH2:59][CH2:58][C@@H:57]([OH:61])[CH2:56]4)=[O:25])=[CH:21][CH:20]=3)=[CH:15][CH:14]=2)[CH2:7][CH2:6]1)[CH3:30]. The reactants are [CH2:1]([C:3]([F:31])([CH2:29][CH3:30])[CH2:4][N:5]1[CH2:10][CH2:9][CH:8]([CH2:11][O:12][C:13]2[N:18]=[CH:17][C:16]([C:19]3[CH:27]=[CH:26][C:22]([C:23]([OH:25])=O)=[C:21](F)[CH:20]=3)=[CH:15][CH:14]=2)[CH2:7][CH2:6]1)[CH3:2].C(Cl)CCl.C1C=CC2N(O)N=NC=2C=1.CCN(C(C)C)C(C)C.[NH:55]1[CH2:60][CH2:59][CH2:58][C@@H:57]([OH:61])[CH2:56]1. (2) The reactants are CC1(C)[O:6][CH:5]([CH2:7][O:8][C:9]2[CH:10]=[C:11]([C:15]3[NH:41][C:18]4=[N:19][CH:20]=[C:21]([NH:23][C:24](=[O:40])[C:25]5[C:30]([F:31])=[CH:29][CH:28]=[C:27]([NH:32][S:33]([CH2:36][CH2:37][CH3:38])(=[O:35])=[O:34])[C:26]=5[F:39])[CH:22]=[C:17]4[CH:16]=3)[CH:12]=[CH:13][CH:14]=2)[CH2:4][O:3]1.Cl. The catalyst is C1COCC1.CO. The product is [OH:6][CH:5]([CH2:4][OH:3])[CH2:7][O:8][C:9]1[CH:10]=[C:11]([C:15]2[NH:41][C:18]3=[N:19][CH:20]=[C:21]([NH:23][C:24](=[O:40])[C:25]4[C:30]([F:31])=[CH:29][CH:28]=[C:27]([NH:32][S:33]([CH2:36][CH2:37][CH3:38])(=[O:35])=[O:34])[C:26]=4[F:39])[CH:22]=[C:17]3[CH:16]=2)[CH:12]=[CH:13][CH:14]=1. The yield is 0.640. (3) The yield is 0.990. The catalyst is C(O)C. The product is [F:19][C:14]1[CH:15]=[C:16]2[C:11](=[CH:12][CH:13]=1)[NH:10][C:9]1[CH2:8][CH2:7][CH:6]([C:4]([OH:5])=[O:3])[CH2:18][C:17]2=1. The reactants are C([O:3][C:4]([CH:6]1[CH2:18][C:17]2[C:16]3[C:11](=[CH:12][CH:13]=[C:14]([F:19])[CH:15]=3)[NH:10][C:9]=2[CH2:8][CH2:7]1)=[O:5])C.[OH-].[K+].Cl.O.